This data is from Peptide-MHC class II binding affinity with 134,281 pairs from IEDB. The task is: Regression. Given a peptide amino acid sequence and an MHC pseudo amino acid sequence, predict their binding affinity value. This is MHC class II binding data. The peptide sequence is KKLALSLASVAMCRTPF. The MHC is DRB1_0801 with pseudo-sequence DRB1_0801. The binding affinity (normalized) is 0.631.